The task is: Predict the product of the given reaction.. This data is from Forward reaction prediction with 1.9M reactions from USPTO patents (1976-2016). (1) Given the reactants [OH:1][CH2:2][CH2:3][N:4]1[CH2:8][CH2:7][NH:6][C:5]1=[C:9]([C:12]#[N:13])[C:10]#[N:11].C(=O)([O-])[O-].[K+].[K+].[Br:20][CH2:21][CH2:22][CH2:23]Br.O, predict the reaction product. The product is: [Br:20][CH2:21][CH2:22][CH2:23][N:6]1[CH2:7][CH2:8][N:4]([CH2:3][CH2:2][OH:1])[C:5]1=[C:9]([C:10]#[N:11])[C:12]#[N:13]. (2) Given the reactants Cl.Cl.[S:3]1[C:7]2[CH:8]=[CH:9][CH:10]=[CH:11][C:6]=2[N:5]=[C:4]1[NH:12][C:13]([C:15]1[CH:16]=[CH:17][CH:18]=[C:19]2[C:24]=1[CH2:23][NH:22][CH2:21][CH2:20]2)=[O:14].[Cl:25][C:26]1[C:27]([C:36]([OH:38])=[O:37])=[N:28][C:29](S(C)(=O)=O)=[N:30][CH:31]=1.C(=O)([O-])[O-].[Cs+].[Cs+], predict the reaction product. The product is: [S:3]1[C:7]2[CH:8]=[CH:9][CH:10]=[CH:11][C:6]=2[N:5]=[C:4]1[NH:12][C:13]([C:15]1[CH:16]=[CH:17][CH:18]=[C:19]2[C:24]=1[CH2:23][N:22]([C:29]1[N:28]=[C:27]([C:36]([OH:38])=[O:37])[C:26]([Cl:25])=[CH:31][N:30]=1)[CH2:21][CH2:20]2)=[O:14]. (3) Given the reactants [Cl:1][C:2]1[CH:7]=[CH:6][C:5]([C:8]2[CH:9]=[CH:10][C:11]([C:14]#[C:15][C:16]3[CH:17]=[CH:18][C:19]([O:24][CH2:25][CH2:26][N:27]4[CH2:32][CH2:31][CH:30]([CH3:33])[CH2:29][CH2:28]4)=[C:20]([CH:23]=3)[CH:21]=O)=[N:12][CH:13]=2)=[CH:4][CH:3]=1.[NH2:34][OH:35], predict the reaction product. The product is: [Cl:1][C:2]1[CH:7]=[CH:6][C:5]([C:8]2[CH:9]=[CH:10][C:11]([C:14]#[C:15][C:16]3[CH:17]=[CH:18][C:19]([O:24][CH2:25][CH2:26][N:27]4[CH2:28][CH2:29][CH:30]([CH3:33])[CH2:31][CH2:32]4)=[C:20]([CH:23]=3)[CH:21]=[N:34][OH:35])=[N:12][CH:13]=2)=[CH:4][CH:3]=1. (4) Given the reactants [NH2:1][C:2]1[C:10]([Br:11])=[CH:9][CH:8]=[CH:7][C:3]=1[C:4]([OH:6])=O.[N:12]([C:15]1[CH:20]=[CH:19][CH:18]=[CH:17][N:16]=1)=[C:13]=[S:14], predict the reaction product. The product is: [Br:11][C:10]1[CH:9]=[CH:8][CH:7]=[C:3]2[C:2]=1[NH:1][C:13](=[S:14])[N:12]([C:15]1[CH:20]=[CH:19][CH:18]=[CH:17][N:16]=1)[C:4]2=[O:6]. (5) Given the reactants [CH2:1]([O:3][C:4]1[CH:9]=[CH:8][C:7](/[CH:10]=[CH:11]/[C:12]([O:14][C:15]2[CH:20]=[CH:19][C:18]([OH:21])=[CH:17][CH:16]=2)=[O:13])=[CH:6][CH:5]=1)[CH3:2].COC1C=CC(/[CH:30]=[CH:31]/[C:32]([O:34][C:35]2C=CC(O)=[CH:37][CH:36]=2)=[O:33])=CC=1, predict the reaction product. The product is: [CH2:1]([O:3][C:4]1[CH:5]=[CH:6][C:7](/[CH:10]=[CH:11]/[C:12]([O:14][C:15]2[CH:16]=[CH:17][C:18]([O:21][CH2:37][CH2:36][CH2:35][O:34][C:32](=[O:33])[CH:31]=[CH2:30])=[CH:19][CH:20]=2)=[O:13])=[CH:8][CH:9]=1)[CH3:2].